This data is from Retrosynthesis with 50K atom-mapped reactions and 10 reaction types from USPTO. The task is: Predict the reactants needed to synthesize the given product. (1) Given the product Oc1ccccc1-c1nnn[nH]1, predict the reactants needed to synthesize it. The reactants are: N#Cc1ccccc1O.[N-]=[N+]=[N-]. (2) Given the product CN(C)Cc1ccc(-c2cccc(-c3ccnc4c(C(=O)c5cccs5)cnn34)c2)cc1, predict the reactants needed to synthesize it. The reactants are: CNC.O=Cc1ccc(-c2cccc(-c3ccnc4c(C(=O)c5cccs5)cnn34)c2)cc1. (3) The reactants are: CCC(O)(CC)CC(=N)C1(c2ccc(Cl)cc2)CCC1. Given the product CCC(O)(CC)CC(N)C1(c2ccc(Cl)cc2)CCC1, predict the reactants needed to synthesize it. (4) Given the product C=CC[C@H](NC(=O)OC(C)(C)C)c1cc(-c2ccc(NC(=O)OC)cc2N)ccn1, predict the reactants needed to synthesize it. The reactants are: C=CC[C@H](NC(=O)OC(C)(C)C)c1cc(-c2ccc(N)cc2N)ccn1.COC(=O)Cl.